Dataset: Full USPTO retrosynthesis dataset with 1.9M reactions from patents (1976-2016). Task: Predict the reactants needed to synthesize the given product. (1) Given the product [Br:1][CH2:2][C:3]1[CH:4]=[CH:5][C:6]([CH2:9][C:10]([O:12][CH3:17])=[O:11])=[CH:7][CH:8]=1, predict the reactants needed to synthesize it. The reactants are: [Br:1][CH2:2][C:3]1[CH:8]=[CH:7][C:6]([CH2:9][C:10]([OH:12])=[O:11])=[CH:5][CH:4]=1.S(Cl)(Cl)=O.[C:17]([O-])(O)=O.[Na+]. (2) Given the product [CH2:18]([O:17][C:15]([N:7]([CH3:6])[CH2:8][C:9]([O:11][CH2:12][CH3:13])=[O:10])=[O:16])[C:19]1[CH:24]=[CH:23][CH:22]=[CH:21][CH:20]=1, predict the reactants needed to synthesize it. The reactants are: C(=O)(O)[O-].[Na+].[CH3:6][NH:7][CH2:8][C:9]([O:11][CH2:12][CH3:13])=[O:10].Cl[C:15]([O:17][CH2:18][C:19]1[CH:24]=[CH:23][CH:22]=[CH:21][CH:20]=1)=[O:16]. (3) Given the product [C:21]([C:20]1[CH:23]=[CH:24][C:17]([N:9]2[C@H:8]3[C@H:15]4[C@H:11]([C@@:12]5([CH3:14])[O:13][C@:4]4([CH2:5][CH2:6][O:7]3)[CH2:3][C@H:2]5[NH:1][C:29](=[O:30])[O:42][CH3:41])[C:10]2=[O:16])=[CH:18][C:19]=1[C:25]([F:26])([F:27])[F:28])#[N:22], predict the reactants needed to synthesize it. The reactants are: [NH2:1][C@H:2]1[C@:12]2([CH3:14])[O:13][C@@:4]3([C@H:15]4[C@H:8]([N:9]([C:17]5[CH:24]=[CH:23][C:20]([C:21]#[N:22])=[C:19]([C:25]([F:28])([F:27])[F:26])[CH:18]=5)[C:10](=[O:16])[C@@H:11]24)[O:7][CH2:6][CH2:5]3)[CH2:3]1.[C:29](N1C=CN=C1)(N1C=CN=C1)=[O:30].[CH3:41][OH:42].C[O-].[Na+]. (4) Given the product [C:1]([O:8][CH2:17][CH2:18][CH2:19][CH3:20])(=[O:7])[CH2:2][CH2:3][C:4]([CH3:6])=[O:5], predict the reactants needed to synthesize it. The reactants are: [C:1]([OH:8])(=[O:7])[CH2:2][CH2:3][C:4]([CH3:6])=[O:5].C(O)=O.S(=O)(=O)(O)O.[CH2:17]=[CH:18][CH2:19][CH3:20].C=C(C)C. (5) Given the product [NH2:1][C:2]1[C:11]2[CH:10]=[CH:9][CH:8]=[C:7]([C:25]3[C:24]([CH3:36])=[N:23][N:22]([CH3:21])[CH:26]=3)[C:6]=2[N:5]=[C:4]2[CH2:13][N:14]([CH:17]3[CH2:20][CH2:19][CH2:18]3)[C:15](=[O:16])[C:3]=12, predict the reactants needed to synthesize it. The reactants are: [NH2:1][C:2]1[C:11]2[CH:10]=[CH:9][CH:8]=[C:7](Br)[C:6]=2[N:5]=[C:4]2[CH2:13][N:14]([CH:17]3[CH2:20][CH2:19][CH2:18]3)[C:15](=[O:16])[C:3]=12.[CH3:21][N:22]1[CH:26]=[C:25](B2OC([CH2+])(C)C(C)(C)O2)[C:24]([CH3:36])=[N:23]1.